From a dataset of NCI-60 drug combinations with 297,098 pairs across 59 cell lines. Regression. Given two drug SMILES strings and cell line genomic features, predict the synergy score measuring deviation from expected non-interaction effect. (1) Drug 1: CC(C1=C(C=CC(=C1Cl)F)Cl)OC2=C(N=CC(=C2)C3=CN(N=C3)C4CCNCC4)N. Drug 2: CNC(=O)C1=NC=CC(=C1)OC2=CC=C(C=C2)NC(=O)NC3=CC(=C(C=C3)Cl)C(F)(F)F. Cell line: K-562. Synergy scores: CSS=64.4, Synergy_ZIP=1.85, Synergy_Bliss=2.21, Synergy_Loewe=-0.451, Synergy_HSA=2.89. (2) Drug 1: CC1=C(C(=O)C2=C(C1=O)N3CC4C(C3(C2COC(=O)N)OC)N4)N. Drug 2: COC1=C2C(=CC3=C1OC=C3)C=CC(=O)O2. Cell line: SK-MEL-2. Synergy scores: CSS=38.5, Synergy_ZIP=-1.48, Synergy_Bliss=-6.52, Synergy_Loewe=-46.4, Synergy_HSA=-7.31. (3) Drug 1: C1CN(CCN1C(=O)CCBr)C(=O)CCBr. Drug 2: C(CN)CNCCSP(=O)(O)O. Cell line: SK-MEL-28. Synergy scores: CSS=12.8, Synergy_ZIP=0.202, Synergy_Bliss=0.194, Synergy_Loewe=2.38, Synergy_HSA=-2.60. (4) Drug 1: C1=CC=C(C(=C1)C(C2=CC=C(C=C2)Cl)C(Cl)Cl)Cl. Drug 2: CC(C)(C#N)C1=CC(=CC(=C1)CN2C=NC=N2)C(C)(C)C#N. Cell line: K-562. Synergy scores: CSS=-2.89, Synergy_ZIP=4.07, Synergy_Bliss=9.90, Synergy_Loewe=-4.37, Synergy_HSA=-5.81. (5) Drug 1: C1CN1C2=NC(=NC(=N2)N3CC3)N4CC4. Drug 2: C1=C(C(=O)NC(=O)N1)F. Cell line: MCF7. Synergy scores: CSS=29.6, Synergy_ZIP=-4.05, Synergy_Bliss=-3.20, Synergy_Loewe=0.156, Synergy_HSA=1.81. (6) Drug 1: COC1=CC(=CC(=C1O)OC)C2C3C(COC3=O)C(C4=CC5=C(C=C24)OCO5)OC6C(C(C7C(O6)COC(O7)C8=CC=CS8)O)O. Drug 2: CCC1(C2=C(COC1=O)C(=O)N3CC4=CC5=C(C=CC(=C5CN(C)C)O)N=C4C3=C2)O.Cl. Cell line: NCI-H522. Synergy scores: CSS=44.5, Synergy_ZIP=-12.4, Synergy_Bliss=-2.55, Synergy_Loewe=1.56, Synergy_HSA=4.18. (7) Drug 1: CN(C)C1=NC(=NC(=N1)N(C)C)N(C)C. Drug 2: CC1CCC2CC(C(=CC=CC=CC(CC(C(=O)C(C(C(=CC(C(=O)CC(OC(=O)C3CCCCN3C(=O)C(=O)C1(O2)O)C(C)CC4CCC(C(C4)OC)OCCO)C)C)O)OC)C)C)C)OC. Cell line: SK-MEL-2. Synergy scores: CSS=-23.6, Synergy_ZIP=0.641, Synergy_Bliss=-20.6, Synergy_Loewe=-31.3, Synergy_HSA=-26.8. (8) Drug 1: CC1CC(C(C(C=C(C(C(C=CC=C(C(=O)NC2=CC(=O)C(=C(C1)C2=O)OC)C)OC)OC(=O)N)C)C)O)OC. Drug 2: CCC1=C2CN3C(=CC4=C(C3=O)COC(=O)C4(CC)O)C2=NC5=C1C=C(C=C5)O. Cell line: UACC62. Synergy scores: CSS=53.5, Synergy_ZIP=0.811, Synergy_Bliss=-0.161, Synergy_Loewe=0.518, Synergy_HSA=3.29. (9) Drug 1: CC1=CC=C(C=C1)C2=CC(=NN2C3=CC=C(C=C3)S(=O)(=O)N)C(F)(F)F. Drug 2: C(CN)CNCCSP(=O)(O)O. Cell line: SN12C. Synergy scores: CSS=-1.63, Synergy_ZIP=0.245, Synergy_Bliss=-4.08, Synergy_Loewe=-1.95, Synergy_HSA=-5.54. (10) Drug 1: C1C(C(OC1N2C=NC(=NC2=O)N)CO)O. Drug 2: COCCOC1=C(C=C2C(=C1)C(=NC=N2)NC3=CC=CC(=C3)C#C)OCCOC.Cl. Cell line: OVCAR-4. Synergy scores: CSS=16.4, Synergy_ZIP=-0.135, Synergy_Bliss=0.645, Synergy_Loewe=-6.72, Synergy_HSA=2.76.